This data is from Catalyst prediction with 721,799 reactions and 888 catalyst types from USPTO. The task is: Predict which catalyst facilitates the given reaction. (1) Reactant: [CH3:1][O:2][C:3](=[O:12])[C:4]1[C:9]([OH:10])=[CH:8][CH:7]=[CH:6][C:5]=1[OH:11].C(O)(=O)C.[Br:17]Br. Product: [Br:17][C:8]1[C:9]([OH:10])=[C:4]([C:5]([OH:11])=[CH:6][CH:7]=1)[C:3]([O:2][CH3:1])=[O:12]. The catalyst class is: 4. (2) Reactant: [H-].[Al+3].[Li+].[H-].[H-].[H-].[Cl:7][C:8]1[CH:9]=[CH:10][C:11]2[CH2:12][C@@H:13]3[C:20](=O)[NH:19][C@@H:18]([CH3:22])[C:17](=O)[N:14]3[C:15]=2[CH:16]=1.[OH-].[Na+].S([O-])([O-])(=O)=O.[Mg+2].Cl. Product: [ClH:7].[Cl:7][C:8]1[CH:9]=[CH:10][C:11]2[CH2:12][C@@H:13]3[CH2:20][NH:19][C@@H:18]([CH3:22])[CH2:17][N:14]3[C:15]=2[CH:16]=1. The catalyst class is: 316. (3) The catalyst class is: 127. Product: [F:20][C:14]1[CH:15]=[CH:16][CH:17]=[C:18]([F:19])[C:13]=1[CH:4]([C:5]([O:7][CH2:24][CH3:25])=[O:6])[C:3]([O:9][CH2:10][CH3:11])=[O:8]. Reactant: [H-].[Na+].[C:3]([O:9][CH2:10][CH3:11])(=[O:8])[CH2:4][C:5]([O-:7])=[O:6].Br[C:13]1[C:18]([F:19])=[CH:17][CH:16]=[CH:15][C:14]=1[F:20].Cl.CO[C:24](C)(C)[CH3:25]. (4) Reactant: [F:1][C:2]([F:31])([F:30])[CH2:3][NH:4][C:5]([C:7]1([CH2:20][CH2:21][CH2:22][CH2:23][N:24]2[CH2:29][CH2:28][NH:27][CH2:26][CH2:25]2)[C:19]2[CH:18]=[CH:17][CH:16]=[CH:15][C:14]=2[C:13]2[C:8]1=[CH:9][CH:10]=[CH:11][CH:12]=2)=[O:6].[F:32][C:33]([F:45])([F:44])[C:34]1[CH:39]=[CH:38][C:37]([CH2:40][C:41](O)=[O:42])=[CH:36][CH:35]=1.C(N(C(C)C)C(C)C)C.CN(C(ON1N=NC2C=CC=CC1=2)=[N+](C)C)C.[B-](F)(F)(F)F. Product: [F:31][C:2]([F:30])([F:1])[CH2:3][NH:4][C:5]([C:7]1([CH2:20][CH2:21][CH2:22][CH2:23][N:24]2[CH2:25][CH2:26][N:27]([C:41](=[O:42])[CH2:40][C:37]3[CH:36]=[CH:35][C:34]([C:33]([F:44])([F:32])[F:45])=[CH:39][CH:38]=3)[CH2:28][CH2:29]2)[C:8]2[CH:9]=[CH:10][CH:11]=[CH:12][C:13]=2[C:14]2[C:19]1=[CH:18][CH:17]=[CH:16][CH:15]=2)=[O:6]. The catalyst class is: 9. (5) Reactant: [CH2:1]([C@@H:8]1[CH2:12][O:11][C:10](=[O:13])[N:9]1[C:14](=[O:27])[CH2:15][CH2:16][CH2:17][CH2:18][C:19]1[CH:24]=[CH:23][C:22]([O:25][CH3:26])=[CH:21][CH:20]=1)[C:2]1[CH:7]=[CH:6][CH:5]=[CH:4][CH:3]=1.OS(C(F)(F)F)(=O)=O.C(BCCCC)CCC.C(N(C(C)C)CC)(C)C.[Br:54]N1C(=O)CCC1=O.S([O-])([O-])=O.[Na+].[Na+]. Product: [CH2:1]([C@@H:8]1[CH2:12][O:11][C:10](=[O:13])[N:9]1[C:14](=[O:27])[C@H:15]([Br:54])[CH2:16][CH2:17][CH2:18][C:19]1[CH:24]=[CH:23][C:22]([O:25][CH3:26])=[CH:21][CH:20]=1)[C:2]1[CH:7]=[CH:6][CH:5]=[CH:4][CH:3]=1. The catalyst class is: 526. (6) Reactant: [Br:1][C:2]1[CH:7]=[CH:6][CH:5]=[CH:4][C:3]=1[OH:8].C([O-])([O-])=O.[K+].[K+].[CH2:15](Br)[CH:16]=[CH2:17]. Product: [CH2:17]([O:8][C:3]1[CH:4]=[CH:5][CH:6]=[CH:7][C:2]=1[Br:1])[CH:16]=[CH2:15]. The catalyst class is: 3. (7) Reactant: [CH2:1]([C@@H:8]1[C@@H:16]([OH:17])[C@H:15]([CH3:18])[O:14][C:13](=[O:19])[C@@H:12]([NH:20][C:21](=[O:27])[O:22][C:23]([CH3:26])([CH3:25])[CH3:24])[CH2:11][O:10][CH2:9]1)[C:2]1[CH:7]=[CH:6][CH:5]=[CH:4][CH:3]=1.FC(F)(F)S(O[C:34]1[CH:39]=[CH:38][CH:37]=[CH:36][C:35]=1[Si](C)(C)C)(=O)=O.[F-].[Cs+].[Na+].[Cl-]. Product: [CH2:1]([C@@H:8]1[C@@H:16]([O:17][C:34]2[CH:39]=[CH:38][CH:37]=[CH:36][CH:35]=2)[C@H:15]([CH3:18])[O:14][C:13](=[O:19])[C@@H:12]([NH:20][C:21](=[O:27])[O:22][C:23]([CH3:26])([CH3:25])[CH3:24])[CH2:11][O:10][CH2:9]1)[C:2]1[CH:3]=[CH:4][CH:5]=[CH:6][CH:7]=1. The catalyst class is: 23. (8) Reactant: [CH:1]1([CH2:6][CH2:7][C:8]([NH:10][C:11]2[NH:12][CH:13]=[C:14]([C:19]3[CH:24]=[CH:23][C:22]([N+:25]([O-])=O)=[CH:21][CH:20]=3)[C:15]=2[C:16]([NH2:18])=[O:17])=[O:9])[CH2:5][CH2:4][CH2:3][CH2:2]1.[H][H]. Product: [CH:1]1([CH2:6][CH2:7][C:8]([NH:10][C:11]2[NH:12][CH:13]=[C:14]([C:19]3[CH:20]=[CH:21][C:22]([NH2:25])=[CH:23][CH:24]=3)[C:15]=2[C:16]([NH2:18])=[O:17])=[O:9])[CH2:5][CH2:4][CH2:3][CH2:2]1. The catalyst class is: 43.